Dataset: Forward reaction prediction with 1.9M reactions from USPTO patents (1976-2016). Task: Predict the product of the given reaction. (1) Given the reactants [H-].[Al+3].[Li+].[H-].[H-].[H-].[CH3:7][C:8]([CH2:16][CH2:17][CH2:18][CH:19]([CH3:31])[CH2:20][CH2:21][CH2:22][CH:23]([CH3:30])[CH2:24][CH2:25][CH2:26][CH:27]([CH3:29])[CH3:28])=[CH:9][CH2:10][CH2:11][C:12](OC)=[O:13].O.S([O-])([O-])(=O)=O.[Na+].[Na+], predict the reaction product. The product is: [CH3:7][C:8]([CH2:16][CH2:17][CH2:18][CH:19]([CH3:31])[CH2:20][CH2:21][CH2:22][CH:23]([CH3:30])[CH2:24][CH2:25][CH2:26][CH:27]([CH3:29])[CH3:28])=[CH:9][CH2:10][CH2:11][CH2:12][OH:13]. (2) The product is: [ClH:25].[ClH:25].[N:1]1[CH:6]=[CH:5][C:4]([N:7]2[CH2:12][CH2:11][CH2:10][CH:9]([CH2:13][NH2:14])[CH2:8]2)=[CH:3][CH:2]=1. Given the reactants [N:1]1[CH:6]=[CH:5][C:4]([N:7]2[CH2:12][CH2:11][CH2:10][CH:9]([CH2:13][NH:14]C(=O)OC(C)(C)C)[CH2:8]2)=[CH:3][CH:2]=1.C([Cl:25])(=O)C, predict the reaction product. (3) Given the reactants [Br:1][C:2]1[C:3]([N:9]2[CH2:15][CH:14]([OH:16])[CH2:13][NH:12][CH2:11][CH2:10]2)=[N:4][C:5]([I:8])=[CH:6][CH:7]=1.[CH3:17][C:18]([O:21][C:22](O[C:22]([O:21][C:18]([CH3:20])([CH3:19])[CH3:17])=[O:23])=[O:23])([CH3:20])[CH3:19], predict the reaction product. The product is: [Br:1][C:2]1[C:3]([N:9]2[CH2:15][CH:14]([OH:16])[CH2:13][N:12]([C:22]([O:21][C:18]([CH3:20])([CH3:19])[CH3:17])=[O:23])[CH2:11][CH2:10]2)=[N:4][C:5]([I:8])=[CH:6][CH:7]=1. (4) Given the reactants [CH3:1][O:2][C:3](=[O:34])[C@@H:4]([NH:23][C:24]([C:26]1([CH2:31][CH2:32][NH2:33])[CH2:30][CH2:29][CH2:28][CH2:27]1)=[O:25])[CH2:5][C:6]1[CH:11]=[CH:10][C:9]([NH:12][C:13](=[O:22])[C:14]2[C:19]([Cl:20])=[CH:18][CH:17]=[CH:16][C:15]=2[Cl:21])=[CH:8][CH:7]=1.[CH:35]1[C:47]2[CH:46]([CH2:48][O:49][C:50](=[O:93])[NH:51][CH2:52][CH2:53][O:54][CH2:55][CH2:56][O:57][CH2:58][CH2:59][O:60][CH2:61][CH2:62][O:63][CH2:64][CH2:65][O:66][CH2:67][CH2:68][O:69][CH2:70][CH2:71][O:72][CH2:73][CH2:74][O:75][CH2:76][CH2:77][O:78][CH2:79][CH2:80][O:81][CH2:82][CH2:83][O:84][CH2:85][CH2:86][O:87][CH2:88][CH2:89][C:90](O)=[O:91])[C:45]3[C:40](=[CH:41][CH:42]=[CH:43][CH:44]=3)[C:39]=2[CH:38]=[CH:37][CH:36]=1.CN(C(ON1N=NC2C=CC=CC1=2)=[N+](C)C)C.F[P-](F)(F)(F)(F)F.ON1C2C=CC=CC=2N=N1.CCN(C(C)C)C(C)C, predict the reaction product. The product is: [CH:35]1[C:47]2[CH:46]([CH2:48][O:49][C:50](=[O:93])[NH:51][CH2:52][CH2:53][O:54][CH2:55][CH2:56][O:57][CH2:58][CH2:59][O:60][CH2:61][CH2:62][O:63][CH2:64][CH2:65][O:66][CH2:67][CH2:68][O:69][CH2:70][CH2:71][O:72][CH2:73][CH2:74][O:75][CH2:76][CH2:77][O:78][CH2:79][CH2:80][O:81][CH2:82][CH2:83][O:84][CH2:85][CH2:86][O:87][CH2:88][CH2:89][C:90]([NH:33][CH2:32][CH2:31][C:26]3([C:24]([NH:23][C@H:4]([C:3]([O:2][CH3:1])=[O:34])[CH2:5][C:6]4[CH:7]=[CH:8][C:9]([NH:12][C:13](=[O:22])[C:14]5[C:15]([Cl:21])=[CH:16][CH:17]=[CH:18][C:19]=5[Cl:20])=[CH:10][CH:11]=4)=[O:25])[CH2:27][CH2:28][CH2:29][CH2:30]3)=[O:91])[C:45]3[C:40](=[CH:41][CH:42]=[CH:43][CH:44]=3)[C:39]=2[CH:38]=[CH:37][CH:36]=1.